Dataset: Forward reaction prediction with 1.9M reactions from USPTO patents (1976-2016). Task: Predict the product of the given reaction. Given the reactants [CH3:1][O:2][C:3]1[N:8]=[N:7][C:6]([CH:9]([C:12]2[CH:13]=[N:14][CH:15]=[CH:16][CH:17]=2)C#N)=[CH:5][CH:4]=1.CC(C)([O-:21])C.[K+].OO, predict the reaction product. The product is: [CH3:1][O:2][C:3]1[N:8]=[N:7][C:6]([C:9]([C:12]2[CH:13]=[N:14][CH:15]=[CH:16][CH:17]=2)=[O:21])=[CH:5][CH:4]=1.